This data is from Catalyst prediction with 721,799 reactions and 888 catalyst types from USPTO. The task is: Predict which catalyst facilitates the given reaction. (1) Reactant: Br[C:2]1[CH:3]=[C:4]([CH:8]2[C:17]([CH3:19])([CH3:18])[CH2:16][C:15]3[C:10](=[CH:11][CH:12]=[C:13]([C:20]([OH:22])=[O:21])[CH:14]=3)[NH:9]2)[CH:5]=[CH:6][CH:7]=1.[NH:23]1[CH2:27][CH2:26][NH:25][C:24]1=[O:28].Cl.CN(C)CC(O)=O.C(=O)([O-])[O-].[K+].[K+].I[C:44]1[CH:49]=[CH:48][CH:47]=[CH:46][CH:45]=1. Product: [CH3:18][C:17]1([CH3:19])[CH2:16][C:15]2[C:10](=[CH:11][CH:12]=[C:13]([C:20]([OH:22])=[O:21])[CH:14]=2)[NH:9][CH:8]1[C:4]1[CH:5]=[CH:6][CH:7]=[C:2]([N:23]2[CH2:27][CH2:26][N:25]([C:44]3[CH:49]=[CH:48][CH:47]=[CH:46][CH:45]=3)[C:24]2=[O:28])[CH:3]=1. The catalyst class is: 156. (2) Reactant: C[O:2][C:3](=O)[CH:4]([CH3:19])[CH2:5][CH2:6][O:7][C:8]1[CH:17]=[C:16]2[C:11]([CH2:12][CH2:13][C:14](=[O:18])[NH:15]2)=[CH:10][CH:9]=1.[H-].[Al+3].[Li+].[H-].[H-].[H-].[C@H](O)(C([O-])=O)[C@@H](O)C([O-])=O.[Na+].[K+]. Product: [OH:2][CH2:3][CH:4]([CH3:19])[CH2:5][CH2:6][O:7][C:8]1[CH:17]=[C:16]2[C:11]([CH2:12][CH2:13][C:14](=[O:18])[NH:15]2)=[CH:10][CH:9]=1. The catalyst class is: 7.